This data is from Forward reaction prediction with 1.9M reactions from USPTO patents (1976-2016). The task is: Predict the product of the given reaction. (1) Given the reactants [F:1][C:2]1[CH:3]=[C:4]([CH2:9][C@@H:10]([C:27]2[C:32]([C:33]3[CH:34]=[C:35]([CH:39]=[CH:40][CH:41]=3)[C:36]([NH2:38])=[O:37])=[CH:31][CH:30]=[CH:29][N:28]=2)[NH:11][C:12](=[O:26])[CH2:13][N:14]2[C:22]3[C:17](=[CH:18][CH:19]=[C:20]([O:23]C)[CH:21]=3)[C:16]([CH3:25])=[N:15]2)[CH:5]=[C:6]([F:8])[CH:7]=1.B(Br)(Br)Br, predict the reaction product. The product is: [F:8][C:6]1[CH:5]=[C:4]([CH2:9][C@@H:10]([C:27]2[C:32]([C:33]3[CH:34]=[C:35]([CH:39]=[CH:40][CH:41]=3)[C:36]([NH2:38])=[O:37])=[CH:31][CH:30]=[CH:29][N:28]=2)[NH:11][C:12](=[O:26])[CH2:13][N:14]2[C:22]3[C:17](=[CH:18][CH:19]=[C:20]([OH:23])[CH:21]=3)[C:16]([CH3:25])=[N:15]2)[CH:3]=[C:2]([F:1])[CH:7]=1. (2) Given the reactants Br.[Br:2][C:3]1[CH:4]=[C:5]([NH:12][C:13]2[CH:18]=[CH:17][C:16]([N:19]3[CH2:24][CH2:23][NH:22][CH2:21][C@@H:20]3[CH3:25])=[CH:15][N:14]=2)[C:6]2[N:7]([CH:9]=[CH:10][N:11]=2)[N:8]=1.[O:26]1[CH2:29][C:28](=O)[CH2:27]1.[BH3-]C#N.[Na+], predict the reaction product. The product is: [Br:2][C:3]1[CH:4]=[C:5]([NH:12][C:13]2[CH:18]=[CH:17][C:16]([N:19]3[CH2:24][CH2:23][N:22]([CH:28]4[CH2:29][O:26][CH2:27]4)[CH2:21][C@@H:20]3[CH3:25])=[CH:15][N:14]=2)[C:6]2[N:7]([CH:9]=[CH:10][N:11]=2)[N:8]=1. (3) Given the reactants [CH3:1][S:2]([C:5]1[CH:36]=[CH:35][C:8]([CH2:9][NH:10][C:11]([C:13]2[CH:18]=[C:17]([NH2:19])[C:16]([C:20]([Si](C)(C)C)=[CH:21][C:22]#[C:23][Si](C)(C)C)=[C:15]([O:32][CH2:33][CH3:34])[N:14]=2)=[O:12])=[CH:7][CH:6]=1)(=[O:4])=[O:3].[F-].C([N+](CCCC)(CCCC)CCCC)CCC.O.C(OCC)(=O)C, predict the reaction product. The product is: [NH2:19][C:17]1[C:16](/[CH:20]=[CH:21]/[C:22]#[CH:23])=[C:15]([O:32][CH2:33][CH3:34])[N:14]=[C:13]([C:11]([NH:10][CH2:9][C:8]2[CH:35]=[CH:36][C:5]([S:2]([CH3:1])(=[O:4])=[O:3])=[CH:6][CH:7]=2)=[O:12])[CH:18]=1.